This data is from Reaction yield outcomes from USPTO patents with 853,638 reactions. The task is: Predict the reaction yield, written as a fraction of the theoretical maximum amount of product (1.0 means a 100% yield; for example, 0.34 means a 34% yield). (1) The reactants are C(=O)([O-])[O-].[K+].[K+].[Br:7][C:8]1[CH:13]=[CH:12][C:11]([OH:14])=[CH:10][CH:9]=1.Br[CH2:16][CH2:17][O:18][CH3:19]. The catalyst is CN(C)C=O.O. The product is [Br:7][C:8]1[CH:13]=[CH:12][C:11]([O:14][CH2:16][CH2:17][O:18][CH3:19])=[CH:10][CH:9]=1. The yield is 0.990. (2) The reactants are [OH:1][C:2]1[CH:3]=[C:4]2[C:9](=[CH:10][CH:11]=1)[O:8][C:7](=[O:12])[CH:6]=[CH:5]2.C(#N)C.C(N(CC)C(C)C)(C)C.[CH3:25][O:26][CH2:27]Cl. The catalyst is C(OCC)(=O)C.CCCCCCC. The product is [CH3:25][O:26][CH2:27][O:1][C:2]1[CH:3]=[C:4]2[C:9](=[CH:10][CH:11]=1)[O:8][C:7](=[O:12])[CH:6]=[CH:5]2. The yield is 0.500. (3) The reactants are CC1(C)COB([C:8]2[CH:16]=[C:15]3[C:11]([CH2:12][N:13]4[C:19]([C:20]5[C:21]([C:26]6[CH:31]=[CH:30][CH:29]=[CH:28][CH:27]=6)=[N:22][O:23][C:24]=5[CH3:25])=[N:18][N:17]=[C:14]43)=[CH:10][CH:9]=2)OC1.Cl[C:34]1[N:39]=[C:38]([C:40]([O:42]C)=[O:41])[CH:37]=[N:36][CH:35]=1.C([O-])([O-])=O.[Cs+].[Cs+]. The catalyst is Cl[Pd](Cl)([P](C1C=CC=CC=1)(C1C=CC=CC=1)C1C=CC=CC=1)[P](C1C=CC=CC=1)(C1C=CC=CC=1)C1C=CC=CC=1.O1CCOCC1. The product is [CH3:25][C:24]1[O:23][N:22]=[C:21]([C:26]2[CH:27]=[CH:28][CH:29]=[CH:30][CH:31]=2)[C:20]=1[C:19]1[N:13]2[CH2:12][C:11]3[C:15]([C:14]2=[N:17][N:18]=1)=[CH:16][C:8]([C:34]1[N:39]=[C:38]([C:40]([OH:42])=[O:41])[CH:37]=[N:36][CH:35]=1)=[CH:9][CH:10]=3. The yield is 0.340. (4) The reactants are [NH2:1][C:2]1[CH:3]=[CH:4][C:5]([O:29][CH3:30])=[C:6]([CH:28]=1)[CH2:7][N:8]1[CH2:13][CH2:12][C:11](=[O:14])[CH:10]([CH:15]([C:22]2[CH:27]=[CH:26][CH:25]=[CH:24][CH:23]=2)[C:16]2[CH:21]=[CH:20][CH:19]=[CH:18][CH:17]=2)[CH2:9]1.N1C=CC=CC=1.[CH2:37]([S:40](Cl)(=[O:42])=[O:41])[CH2:38][CH3:39]. The catalyst is O. The product is [CH:15]([CH:10]1[C:11](=[O:14])[CH2:12][CH2:13][N:8]([CH2:7][C:6]2[CH:28]=[C:2]([NH:1][S:40]([CH2:37][CH2:38][CH3:39])(=[O:42])=[O:41])[CH:3]=[CH:4][C:5]=2[O:29][CH3:30])[CH2:9]1)([C:22]1[CH:27]=[CH:26][CH:25]=[CH:24][CH:23]=1)[C:16]1[CH:21]=[CH:20][CH:19]=[CH:18][CH:17]=1. The yield is 0.940. (5) The catalyst is O1CCCC1. The product is [Br:13][C:14]1[CH:19]=[C:18]([CH:23]=[O:24])[C:17]([F:20])=[CH:16][N:15]=1. The reactants are [Li]CCCC.N(C(C)C)C(C)C.[Br:13][C:14]1[CH:19]=[CH:18][C:17]([F:20])=[CH:16][N:15]=1.CN(C)[CH:23]=[O:24]. The yield is 0.900.